From a dataset of Forward reaction prediction with 1.9M reactions from USPTO patents (1976-2016). Predict the product of the given reaction. (1) Given the reactants [CH3:1][CH:2]([S:4]([NH2:7])(=[O:6])=[O:5])[CH3:3].[H-].[Na+].[CH3:10][C:11]1([CH3:36])[CH2:20][C:19]2[C:14](=[CH:15][CH:16]=[C:17]([C:21](O)=[O:22])[CH:18]=2)[NH:13][CH:12]1[C:24]1[CH:29]=[CH:28][CH:27]=[C:26]([N:30]2[CH2:35][CH2:34][O:33][CH2:32][CH2:31]2)[CH:25]=1.C(N1C=CN=C1)(N1C=CN=C1)=O, predict the reaction product. The product is: [CH3:10][C:11]1([CH3:36])[CH2:20][C:19]2[C:14](=[CH:15][CH:16]=[C:17]([C:21]([NH:7][S:4]([CH:2]([CH3:3])[CH3:1])(=[O:6])=[O:5])=[O:22])[CH:18]=2)[NH:13][CH:12]1[C:24]1[CH:29]=[CH:28][CH:27]=[C:26]([N:30]2[CH2:35][CH2:34][O:33][CH2:32][CH2:31]2)[CH:25]=1. (2) Given the reactants [CH3:1][N:2]1[C@@H:12]2[CH2:13][C:14]3[CH:19]=[CH:18][C:17]([O:20][CH3:21])=[C:16]4[O:22][CH:6]5[C:7]([CH:9]=[CH:10][C@:11]2([OH:23])[C@:5]5([C:15]=34)[CH2:4][CH2:3]1)=[O:8].C(O)C.C(O)(=O)C.[H][H], predict the reaction product. The product is: [CH3:1][N:2]1[C@@H:12]2[CH2:13][C:14]3[CH:19]=[CH:18][C:17]([O:20][CH3:21])=[C:16]4[O:22][C@H:6]5[C@@H:7]([OH:8])[CH2:9][CH2:10][C@:11]2([OH:23])[C@:5]5([C:15]=34)[CH2:4][CH2:3]1. (3) The product is: [CH:22]1([N:13]2[CH2:12][C:11]3([CH2:17][CH2:16][CH2:15][CH2:14]3)[S:10][C:9]2=[N:8][C:5]2[CH:6]=[CH:7][C:2]([I:1])=[CH:3][C:4]=2[C:18]([CH3:21])([CH3:20])[CH3:19])[CH2:26][CH2:25][CH2:24][CH2:23]1. Given the reactants [I:1][C:2]1[CH:7]=[CH:6][C:5]([N:8]=[C:9]2[NH:13][CH2:12][C:11]3([CH2:17][CH2:16][CH2:15][CH2:14]3)[S:10]2)=[C:4]([C:18]([CH3:21])([CH3:20])[CH3:19])[CH:3]=1.[CH:22]1(Br)[CH2:26][CH2:25][CH2:24][CH2:23]1, predict the reaction product.